From a dataset of Reaction yield outcomes from USPTO patents with 853,638 reactions. Predict the reaction yield, written as a fraction of the theoretical maximum amount of product (1.0 means a 100% yield; for example, 0.34 means a 34% yield). (1) The reactants are [C:1]([C:3]1[C:12]([CH2:13][CH2:14][CH2:15][O:16][Si:17]([C:20]([CH3:23])([CH3:22])[CH3:21])([CH3:19])[CH3:18])=[CH:11][C:10]2[C:9]([CH3:25])([CH3:24])[CH2:8][CH2:7][C:6]([CH3:27])([CH3:26])[C:5]=2[CH:4]=1)#N.[H-].C([Al+]CC(C)C)C(C)C.C(O)(=[O:40])C.O. The catalyst is ClCCl. The product is [CH:1]([C:3]1[C:12]([CH2:13][CH2:14][CH2:15][O:16][Si:17]([C:20]([CH3:23])([CH3:22])[CH3:21])([CH3:19])[CH3:18])=[CH:11][C:10]2[C:9]([CH3:25])([CH3:24])[CH2:8][CH2:7][C:6]([CH3:27])([CH3:26])[C:5]=2[CH:4]=1)=[O:40]. The yield is 0.530. (2) The reactants are [CH3:1][N:2]1[CH2:7][CH2:6][NH:5][CH2:4][CH2:3]1.[Cl:8][C:9]1[CH:10]=[N:11][CH:12]=[C:13]([Cl:16])[C:14]=1Cl.C(N(CC)CC)C. The catalyst is CN1C(=O)CCC1. The product is [Cl:16][C:13]1[CH:12]=[N:11][CH:10]=[C:9]([Cl:8])[C:14]=1[N:5]1[CH2:6][CH2:7][N:2]([CH3:1])[CH2:3][CH2:4]1. The yield is 0.650. (3) The reactants are [CH2:1]([NH:5][C:6]1[N:14]=[C:13]2[C:9]([N:10]=[CH:11][N:12]2[CH2:15][C:16]2[CH:21]=[CH:20][CH:19]=[C:18]([CH2:22][C:23]([O:25][CH3:26])=[O:24])[CH:17]=2)=[C:8]([NH2:27])[N:7]=1)[CH2:2][CH2:3][CH3:4].[Br:28]Br. The catalyst is C(Cl)(Cl)Cl. The product is [Br:28][C:11]1[N:12]([CH2:15][C:16]2[CH:21]=[CH:20][CH:19]=[C:18]([CH2:22][C:23]([O:25][CH3:26])=[O:24])[CH:17]=2)[C:13]2[C:9]([N:10]=1)=[C:8]([NH2:27])[N:7]=[C:6]([NH:5][CH2:1][CH2:2][CH2:3][CH3:4])[N:14]=2. The yield is 0.830. (4) The reactants are [Cl:1][C:2]1[CH:3]=[C:4]2[C:9](=[CH:10][C:11]=1[F:12])[CH2:8][NH:7][CH2:6][CH2:5]2.[Br-].[K+].I(C1C=CC=CC=1)=[O:16]. The catalyst is O. The product is [Cl:1][C:2]1[CH:3]=[C:4]2[C:9](=[CH:10][C:11]=1[F:12])[C:8](=[O:16])[NH:7][CH2:6][CH2:5]2. The yield is 0.410. (5) The product is [ClH:6].[ClH:6].[CH3:13][N:14]([CH3:28])[CH:15]1[CH2:20][CH2:19][C:18]([C:21]2[N:26]=[C:25]([NH:27][C:4](=[O:5])[C:3]3[C:2]([F:1])=[CH:10][C:9]([F:11])=[CH:8][C:7]=3[F:12])[CH:24]=[CH:23][CH:22]=2)=[CH:17][CH2:16]1. The reactants are [F:1][C:2]1[CH:10]=[C:9]([F:11])[CH:8]=[C:7]([F:12])[C:3]=1[C:4]([Cl:6])=[O:5].[CH3:13][N:14]([CH3:28])[CH:15]1[CH2:20][CH2:19][C:18]([C:21]2[N:26]=[C:25]([NH2:27])[CH:24]=[CH:23][CH:22]=2)=[CH:17][CH2:16]1. The yield is 0.490. The catalyst is N1C=CC=CC=1.Cl. (6) The product is [F:24][C:21]1[CH:22]=[C:23]2[C:18](=[CH:19][CH:20]=1)[NH:17][CH:16]=[C:15]2[CH2:14][CH2:13][CH2:12][N:28]1[CH2:29][CH2:30][N:25]([C:31]2[N:36]=[C:35]([C:37]#[N:38])[CH:34]=[CH:33][N:32]=2)[CH2:26][CH2:27]1. The catalyst is C(#N)C. The yield is 0.690. The reactants are CC1C=CC(S(O[CH2:12][CH2:13][CH2:14][C:15]2[C:23]3[C:18](=[CH:19][CH:20]=[C:21]([F:24])[CH:22]=3)[NH:17][CH:16]=2)(=O)=O)=CC=1.[N:25]1([C:31]2[N:36]=[C:35]([C:37]#[N:38])[CH:34]=[CH:33][N:32]=2)[CH2:30][CH2:29][NH:28][CH2:27][CH2:26]1.C(=O)([O-])[O-].[K+].[K+].[I-].[K+].